Task: Predict which catalyst facilitates the given reaction.. Dataset: Catalyst prediction with 721,799 reactions and 888 catalyst types from USPTO (1) Reactant: [Br:1][C:2]1[CH:12]=[C:11]([F:13])[CH:10]=[CH:9][C:3]=1[O:4][CH2:5][C:6](=[O:8])[CH3:7].[CH3:14][Mg]Cl. Product: [Br:1][C:2]1[CH:12]=[C:11]([F:13])[CH:10]=[CH:9][C:3]=1[O:4][CH2:5][C:6]([CH3:14])([OH:8])[CH3:7]. The catalyst class is: 1. (2) Reactant: Br[C:2]1[N:7]=[C:6]([C:8](=[O:13])[CH2:9][CH2:10][CH2:11][CH3:12])[CH:5]=[CH:4][CH:3]=1.[F:14][C:15]([F:26])([F:25])[C:16]1[CH:21]=[CH:20][C:19](B(O)O)=[CH:18][CH:17]=1.C([O-])([O-])=O.[Na+].[Na+]. Product: [F:14][C:15]([F:26])([F:25])[C:16]1[CH:21]=[CH:20][C:19]([C:2]2[N:7]=[C:6]([C:8](=[O:13])[CH2:9][CH2:10][CH2:11][CH3:12])[CH:5]=[CH:4][CH:3]=2)=[CH:18][CH:17]=1. The catalyst class is: 108. (3) Reactant: [C:1]1([C:7]2[CH:11]=[CH:10][NH:9][N:8]=2)[CH:6]=[CH:5][CH:4]=[CH:3][CH:2]=1.[H-].[Na+].Cl[C:15]1[CH:20]=[C:19]([C:21]2[NH:29][C:28]3[CH2:27][CH2:26][NH:25][C:24](=[O:30])[C:23]=3[CH:22]=2)[CH:18]=[CH:17][N:16]=1. Product: [C:1]1([C:7]2[CH:11]=[CH:10][N:9]([C:15]3[CH:20]=[C:19]([C:21]4[NH:29][C:28]5[CH2:27][CH2:26][NH:25][C:24](=[O:30])[C:23]=5[CH:22]=4)[CH:18]=[CH:17][N:16]=3)[N:8]=2)[CH:2]=[CH:3][CH:4]=[CH:5][CH:6]=1. The catalyst class is: 18.